This data is from Catalyst prediction with 721,799 reactions and 888 catalyst types from USPTO. The task is: Predict which catalyst facilitates the given reaction. (1) Reactant: [F:1][C:2]1[C:3]([C:10]2[CH:15]=[CH:14][C:13]([O:16][CH2:17][C:18]3[CH:23]=[CH:22][C:21]([O:24][CH3:25])=[CH:20][CH:19]=3)=[CH:12][C:11]=2[C:26](=[O:31])[C:27]([CH3:30])([CH3:29])[CH3:28])=[CH:4][C:5]([O:8][CH3:9])=[N:6][CH:7]=1.[BH4-].[Na+].[Cl-].[NH4+]. Product: [F:1][C:2]1[C:3]([C:10]2[CH:15]=[CH:14][C:13]([O:16][CH2:17][C:18]3[CH:23]=[CH:22][C:21]([O:24][CH3:25])=[CH:20][CH:19]=3)=[CH:12][C:11]=2[CH:26]([OH:31])[C:27]([CH3:29])([CH3:28])[CH3:30])=[CH:4][C:5]([O:8][CH3:9])=[N:6][CH:7]=1. The catalyst class is: 5. (2) Reactant: [CH3:1][C:2]1[N:25]([CH3:26])[C:5]2[CH:6]=[C:7]([C:22](O)=[O:23])[C:8]3[CH2:9][CH2:10][C:11]4([NH:20][C:21]=3[C:4]=2[N:3]=1)[CH2:19][C:18]1[C:13](=[CH:14][CH:15]=[CH:16][CH:17]=1)[CH2:12]4.CN(C(ON1N=NC2C=CC=CC1=2)=[N+](C)C)C.[B-](F)(F)(F)F.[CH2:49]([O:51][CH2:52][CH2:53][NH2:54])[CH3:50]. Product: [CH2:49]([O:51][CH2:52][CH2:53][NH:54][C:22]([C:7]1[C:8]2[CH2:9][CH2:10][C:11]3([NH:20][C:21]=2[C:4]2[N:3]=[C:2]([CH3:1])[N:25]([CH3:26])[C:5]=2[CH:6]=1)[CH2:19][C:18]1[C:13](=[CH:14][CH:15]=[CH:16][CH:17]=1)[CH2:12]3)=[O:23])[CH3:50]. The catalyst class is: 9. (3) Reactant: O[CH:2]([C:23]1[CH:28]=[CH:27]N=CC=1)[CH2:3][CH2:4][CH2:5][CH2:6][CH2:7][CH2:8][CH2:9][CH2:10][CH2:11][N:12]1[C:16](=[O:17])[C:15]2=[CH:18][CH:19]=[CH:20][CH:21]=[C:14]2[C:13]1=[O:22].[C:29]1(=[O:39])[NH:33][C:32](=[O:34])[C:31]2=[CH:35][CH:36]=[CH:37][CH:38]=[C:30]12.C1(P([C:53]2[CH:58]=CC=CC=2)C2C=CC=CC=2)C=CC=CC=1.[N:59](C(OC(C)C)=O)=NC(OC(C)C)=O. Product: [C:29]1(=[O:39])[N:33]([CH:2]([C:23]2[CH:28]=[CH:27][CH:53]=[CH:58][N:59]=2)[CH2:3][CH2:4][CH2:5][CH2:6][CH2:7][CH2:8][CH2:9][CH2:10][CH2:11][N:12]2[C:13](=[O:22])[C:14]3=[CH:21][CH:20]=[CH:19][CH:18]=[C:15]3[C:16]2=[O:17])[C:32](=[O:34])[C:31]2=[CH:35][CH:36]=[CH:37][CH:38]=[C:30]12. The catalyst class is: 1. (4) The catalyst class is: 8. Reactant: C(=O)([O-])[O-].[K+].[K+].Cl.[NH2:8][C:9]([NH2:11])=[NH:10].[Cl:12][C:13]1[CH:14]=[C:15]([CH:29]=[CH:30][C:31]=1[Cl:32])[CH2:16][CH:17]([C:23](=O)[C:24]([F:27])([F:26])[F:25])[C:18](OCC)=[O:19]. Product: [NH2:10][C:9]1[NH:11][C:18](=[O:19])[C:17]([CH2:16][C:15]2[CH:29]=[CH:30][C:31]([Cl:32])=[C:13]([Cl:12])[CH:14]=2)=[C:23]([C:24]([F:26])([F:25])[F:27])[N:8]=1. (5) Product: [Si:1]([O:8][CH2:9][C:10]1[CH:15]=[C:14]([F:31])[C:13]([O:16][CH2:17][O:18][CH3:19])=[CH:12][N:11]=1)([C:4]([CH3:7])([CH3:6])[CH3:5])([CH3:2])[CH3:3]. Reactant: [Si:1]([O:8][CH2:9][C:10]1[CH:15]=[CH:14][C:13]([O:16][CH2:17][O:18][CH3:19])=[CH:12][N:11]=1)([C:4]([CH3:7])([CH3:6])[CH3:5])([CH3:3])[CH3:2].CCCCCC.C([Li])CCC.[F:31]N(S(C1C=CC=CC=1)(=O)=O)S(C1C=CC=CC=1)(=O)=O. The catalyst class is: 220. (6) Reactant: [CH:1]1([O:7][CH:8]([C:10]2[CH:18]=[CH:17][C:13]([C:14]([OH:16])=O)=[CH:12][CH:11]=2)[CH3:9])[CH2:6][CH2:5][CH2:4][CH2:3][CH2:2]1.CN(C(ON1N=NC2C=CC=NC1=2)=[N+](C)C)C.F[P-](F)(F)(F)(F)F.C(N(CC)CC)C.[NH2:50][CH2:51][C:52]1[C:53]([OH:60])=[N:54][C:55]([CH3:59])=[CH:56][C:57]=1[CH3:58]. Product: [CH:1]1([O:7][CH:8]([C:10]2[CH:11]=[CH:12][C:13]([C:14]([NH:50][CH2:51][C:52]3[C:53]([OH:60])=[N:54][C:55]([CH3:59])=[CH:56][C:57]=3[CH3:58])=[O:16])=[CH:17][CH:18]=2)[CH3:9])[CH2:2][CH2:3][CH2:4][CH2:5][CH2:6]1. The catalyst class is: 4. (7) Product: [Cl:1][C:2]1[CH:7]=[CH:6][C:5]([C:8]2[C:10]3[CH:15]=[C:14]([O:16][CH3:17])[CH:13]=[CH:12][C:11]=3[NH:18][C:19](=[O:44])[C@H:20]([CH2:39][C:40]([O:42][CH3:43])=[O:41])[N:21]=2)=[CH:4][CH:3]=1. The catalyst class is: 2. Reactant: [Cl:1][C:2]1[CH:7]=[CH:6][C:5]([C:8]([C:10]2[CH:15]=[C:14]([O:16][CH3:17])[CH:13]=[CH:12][C:11]=2[NH:18][C:19](=[O:44])[C@H:20]([CH2:39][C:40]([O:42][CH3:43])=[O:41])[NH:21]C(OCC2C3C=CC=CC=3C3C2=CC=CC=3)=O)=O)=[CH:4][CH:3]=1.CCN(CC)CC.CC(O)=O. (8) Reactant: FC(F)(F)S(OS(C(F)(F)F)(=O)=O)(=O)=O.O[CH:17]([O:19][C:20](=[O:23])[CH:21]=[CH2:22])[CH3:18].[CH2:24](N(CC)CC)C.[CH2:31]([OH:37])[CH2:32][O:33][CH2:34][CH2:35][OH:36]. Product: [OH:37][CH2:31][CH2:32][O:33][CH2:34][CH2:35][O:36][CH2:22][C:21](=[CH2:24])[C:20]([O:19][CH2:17][CH3:18])=[O:23]. The catalyst class is: 4.